Predict the product of the given reaction. From a dataset of Forward reaction prediction with 1.9M reactions from USPTO patents (1976-2016). (1) Given the reactants [Br:1][C:2]1[CH:3]=[CH:4][C:5]([C@@H:8]([NH2:10])[CH3:9])=[N:6][CH:7]=1.[C:11](O[C:11]([O:13][C:14]([CH3:17])([CH3:16])[CH3:15])=[O:12])([O:13][C:14]([CH3:17])([CH3:16])[CH3:15])=[O:12].C(N(CC)CC)C.CCOC(C)=O.CCCCCCC, predict the reaction product. The product is: [Br:1][C:2]1[CH:3]=[CH:4][C:5]([C@@H:8]([NH:10][C:11](=[O:12])[O:13][C:14]([CH3:17])([CH3:16])[CH3:15])[CH3:9])=[N:6][CH:7]=1. (2) Given the reactants C(OC([CH:8]1[N:13](C(O)=O)[CH2:12][CH2:11][N:10](C(O)=O)[C:9]1(C(OC(C)(C)C)=O)[C:20]1[N:24]([CH3:25])[N:23]=[N:22][N:21]=1)=O)(C)(C)C.FC(F)(F)C(O)=O.[Cl:40]CCl, predict the reaction product. The product is: [ClH:40].[ClH:40].[CH3:25][N:24]1[C:20]([CH:9]2[CH2:8][NH:13][CH2:12][CH2:11][NH:10]2)=[N:21][N:22]=[N:23]1. (3) Given the reactants [S:1]1[C:5]2[CH:6]=[CH:7][CH:8]=[CH:9][C:4]=2[N:3]=[C:2]1[NH:10][C:11]([C:13]1[CH:40]=[CH:39][C:16]([O:17][C:18]2[CH:23]=[CH:22][N:21]=[C:20]3[NH:24][N:25]=[C:26]([NH:27][C@@H:28]4[CH2:33][CH2:32][CH2:31][N:30]([C:34]([NH:36][CH2:37][CH3:38])=[O:35])[CH2:29]4)[C:19]=23)=[CH:15][CH:14]=1)=[O:12].[ClH:41], predict the reaction product. The product is: [ClH:41].[S:1]1[C:5]2[CH:6]=[CH:7][CH:8]=[CH:9][C:4]=2[N:3]=[C:2]1[NH:10][C:11]([C:13]1[CH:14]=[CH:15][C:16]([O:17][C:18]2[CH:23]=[CH:22][N:21]=[C:20]3[NH:24][N:25]=[C:26]([NH:27][C@@H:28]4[CH2:33][CH2:32][CH2:31][N:30]([C:34]([NH:36][CH2:37][CH3:38])=[O:35])[CH2:29]4)[C:19]=23)=[CH:39][CH:40]=1)=[O:12]. (4) Given the reactants [Br:1][C:2]1[CH:7]=[CH:6][C:5]([S:8](Cl)(=[O:10])=[O:9])=[C:4]([O:12][C:13]([F:16])([F:15])[F:14])[CH:3]=1.[NH2:17][CH2:18][CH2:19][CH2:20][CH2:21][OH:22], predict the reaction product. The product is: [OH:22][CH2:21][CH2:20][CH2:19][CH2:18][NH:17][S:8]([C:5]1[CH:6]=[CH:7][C:2]([Br:1])=[CH:3][C:4]=1[O:12][C:13]([F:16])([F:15])[F:14])(=[O:10])=[O:9]. (5) Given the reactants [NH2:1][C:2]1[C:3]([NH:9][CH2:10][CH2:11][CH:12]2[CH2:17][CH2:16][CH2:15][CH2:14][N:13]2[C:18]([O:20][C:21]([CH3:24])([CH3:23])[CH3:22])=[O:19])=[N:4][CH:5]=[CH:6][C:7]=1[OH:8].[Cl:25][C:26]1[CH:27]=[CH:28][C:29]([N:36]2[CH:40]=[N:39][CH:38]=[N:37]2)=[C:30]([CH2:32][C:33](O)=[O:34])[CH:31]=1.C(Cl)CCl.C1C=CC2N(O)N=NC=2C=1.CCN(C(C)C)C(C)C, predict the reaction product. The product is: [Cl:25][C:26]1[CH:27]=[CH:28][C:29]([N:36]2[CH:40]=[N:39][CH:38]=[N:37]2)=[C:30]([CH2:32][C:33]([NH:1][C:2]2[C:3]([NH:9][CH2:10][CH2:11][CH:12]3[CH2:17][CH2:16][CH2:15][CH2:14][N:13]3[C:18]([O:20][C:21]([CH3:24])([CH3:23])[CH3:22])=[O:19])=[N:4][CH:5]=[CH:6][C:7]=2[OH:8])=[O:34])[CH:31]=1. (6) Given the reactants [Cl:1][C:2]1[CH:19]=[CH:18][C:5]([CH2:6]N2C3C(=CC(O)=CC=3)C=C2C)=[CH:4][CH:3]=1.C(OC(=O)C)(=O)C.C(N(CC)CC)C.[C:34]([O:37][C:38]1[CH:39]=[C:40]2[C:44](=[CH:45][CH:46]=1)[N:43]([CH2:47][C:48]1[CH:53]=[CH:52][C:51]([Cl:54])=[CH:50][CH:49]=1)[C:42]([CH3:55])=[CH:41]2)(=[O:36])[CH3:35], predict the reaction product. The product is: [C:34]([O:37][C:38]1[CH:39]=[C:40]2[C:44](=[CH:45][CH:46]=1)[N:43]([CH2:47][C:48]1[CH:53]=[CH:52][C:51]([Cl:54])=[CH:50][CH:49]=1)[C:42]([CH3:55])=[C:41]2[CH2:6][C:5]1[CH:18]=[CH:19][C:2]([Cl:1])=[CH:3][CH:4]=1)(=[O:36])[CH3:35]. (7) Given the reactants [CH3:1][CH2:2][O:3][C:4]1[CH:5]=[CH:6][CH:7]=[CH:8][C:9]=1[O:10][CH2:11][CH2:12][NH:13][C@@H:14]([CH2:16][C:17]1[CH:18]=[CH:19][C:20]([O:27][CH3:28])=[C:21]([S:23]([NH2:26])(=[O:25])=[O:24])[CH:22]=1)[CH3:15].Cl.OC1O[C@H](CO)[C@@H](O[C@@H]2O[C@H](CO)[C@H](O)[C@H](O)[C@H]2O)[C@H](O)[C@H]1O.P([O-])([O-])([O-])=O.[Ca+2].[Ca+2].C([O-])(=O)CCCCCCCCCCCCCCCCC.[Mg+2].C([O-])(=O)CCCCCCCCCCCCCCCCC, predict the reaction product. The product is: [CH3:1][CH2:2][O:3][C:4]1[CH:5]=[CH:6][CH:7]=[CH:8][C:9]=1[O:10][CH2:11][CH2:12][NH:13][C@@H:14]([CH2:16][C:17]1[CH:18]=[CH:19][C:20]([O:27][CH3:28])=[C:21]([S:23]([NH2:26])(=[O:25])=[O:24])[CH:22]=1)[CH3:15]. (8) Given the reactants [NH2:1][C:2]1[CH:3]=[C:4]([NH:8][C:9]2[N:14]=[C:13]([NH:15][C:16]3[NH:20][N:19]=[C:18]([CH:21]4[CH2:23][CH2:22]4)[CH:17]=3)[CH:12]=[CH:11][N:10]=2)[CH:5]=[CH:6][CH:7]=1.[F:24][C:25]([F:36])([F:35])[C:26]1[CH:27]=[C:28]([CH:32]=[CH:33][CH:34]=1)[C:29](Cl)=[O:30], predict the reaction product. The product is: [CH:21]1([C:18]2[CH:17]=[C:16]([NH:15][C:13]3[CH:12]=[CH:11][N:10]=[C:9]([NH:8][C:4]4[CH:3]=[C:2]([NH:1][C:29](=[O:30])[C:28]5[CH:32]=[CH:33][CH:34]=[C:26]([C:25]([F:24])([F:35])[F:36])[CH:27]=5)[CH:7]=[CH:6][CH:5]=4)[N:14]=3)[NH:20][N:19]=2)[CH2:23][CH2:22]1. (9) Given the reactants [Br:1][C:2]1[CH:28]=[CH:27][C:26]([F:29])=[CH:25][C:3]=1[O:4][CH:5]1[CH2:10][CH2:9][N:8]([C:11]2[N:12]=[CH:13][C:14]3[N:19]=[C:18]([C:20]4[N:21]=[N:22][NH:23][N:24]=4)[S:17][C:15]=3[N:16]=2)[CH2:7][CH2:6]1.Br[CH2:31][C:32]([O:34][CH2:35][CH3:36])=[O:33].C(N(CC)CC)C, predict the reaction product. The product is: [CH2:35]([O:34][C:32](=[O:33])[CH2:31][N:24]1[C:20]([C:18]2[S:17][C:15]3[N:16]=[C:11]([N:8]4[CH2:7][CH2:6][CH:5]([O:4][C:3]5[CH:25]=[C:26]([F:29])[CH:27]=[CH:28][C:2]=5[Br:1])[CH2:10][CH2:9]4)[N:12]=[CH:13][C:14]=3[N:19]=2)=[N:21][N:22]=[N:23]1)[CH3:36]. (10) Given the reactants [Cl:1][C:2]1[CH:10]=[C:9]2[C:5]([C:6]([C:20]#[N:21])=[C:7]([C:12]3[CH:13]=[N:14][CH:15]=[C:16]([CH:18]=O)[CH:17]=3)[N:8]2[CH3:11])=[CH:4][CH:3]=1.[CH3:22][N:23]1[CH2:28][CH2:27][NH:26][CH2:25][C:24]1=[O:29], predict the reaction product. The product is: [Cl:1][C:2]1[CH:10]=[C:9]2[C:5]([C:6]([C:20]#[N:21])=[C:7]([C:12]3[CH:13]=[N:14][CH:15]=[C:16]([CH2:18][N:26]4[CH2:27][CH2:28][N:23]([CH3:22])[C:24](=[O:29])[CH2:25]4)[CH:17]=3)[N:8]2[CH3:11])=[CH:4][CH:3]=1.